Dataset: Reaction yield outcomes from USPTO patents with 853,638 reactions. Task: Predict the reaction yield, written as a fraction of the theoretical maximum amount of product (1.0 means a 100% yield; for example, 0.34 means a 34% yield). (1) The reactants are [H-].[Na+].[CH3:3][C:4]1([CH3:18])[CH2:12][C:11]2[NH:10][N:9]=[C:8]([C:13]([F:16])([F:15])[F:14])[C:7]=2[C:6](=[O:17])[CH2:5]1.[Br:19][C:20]1[CH:27]=[C:26](F)[CH:25]=[CH:24][C:21]=1[C:22]#[N:23]. The catalyst is CS(C)=O. The product is [Br:19][C:20]1[CH:27]=[C:26]([N:10]2[C:11]3[CH2:12][C:4]([CH3:18])([CH3:3])[CH2:5][C:6](=[O:17])[C:7]=3[C:8]([C:13]([F:16])([F:15])[F:14])=[N:9]2)[CH:25]=[CH:24][C:21]=1[C:22]#[N:23]. The yield is 0.630. (2) The reactants are [Br:1]([O-])(=O)=O.[Na+].[CH3:6][C:7]1[CH:15]=[CH:14][C:10]([C:11]([OH:13])=[O:12])=[CH:9][C:8]=1[C:16]([F:19])([F:18])[F:17].S(=O)(O)[O-].[Na+]. The catalyst is O.C(OCC)(=O)C.CCOCC. The product is [Br:1][CH2:6][C:7]1[CH:15]=[CH:14][C:10]([C:11]([OH:13])=[O:12])=[CH:9][C:8]=1[C:16]([F:17])([F:18])[F:19]. The yield is 0.810. (3) The reactants are [CH3:1][C:2]1[N:3]=[C:4]([C:21]([O:23]CC)=[O:22])[S:5][C:6]=1[CH2:7][C:8]1[CH:13]=[CH:12][CH:11]=[C:10]([N:14]2[CH2:19][CH2:18][N:17]([CH3:20])[CH2:16][CH2:15]2)[CH:9]=1.O[Li].O. The catalyst is C1COCC1.O. The product is [CH3:1][C:2]1[N:3]=[C:4]([C:21]([OH:23])=[O:22])[S:5][C:6]=1[CH2:7][C:8]1[CH:13]=[CH:12][CH:11]=[C:10]([N:14]2[CH2:15][CH2:16][N:17]([CH3:20])[CH2:18][CH2:19]2)[CH:9]=1. The yield is 0.290. (4) The reactants are [CH3:1][N:2]([CH2:22][C:23]1[O:24][C:25]2[CH:32]=[CH:31][CH:30]=[CH:29][C:26]=2[C:27]=1[CH3:28])[C:3](=[O:21])/[CH:4]=[CH:5]/[C:6]1[CH:7]=[N:8][C:9]2[NH:18][C:17](=[O:19])[C@H:16]3[N:12]([CH2:13][CH2:14][CH2:15]3)[CH2:11][C:10]=2[CH:20]=1.[ClH:33]. The catalyst is C(Cl)Cl.C(OCC)C. The product is [ClH:33].[CH3:1][N:2]([CH2:22][C:23]1[O:24][C:25]2[CH:32]=[CH:31][CH:30]=[CH:29][C:26]=2[C:27]=1[CH3:28])[C:3](=[O:21])/[CH:4]=[CH:5]/[C:6]1[CH:7]=[N:8][C:9]2[NH:18][C:17](=[O:19])[C@H:16]3[N:12]([CH2:13][CH2:14][CH2:15]3)[CH2:11][C:10]=2[CH:20]=1. The yield is 0.890.